The task is: Predict the product of the given reaction.. This data is from Forward reaction prediction with 1.9M reactions from USPTO patents (1976-2016). Given the reactants [Cl:1][C:2]1[CH:34]=[CH:33][C:5]([CH2:6][N:7]2[C:15]3[C:10](=[CH:11][C:12]([CH:16]=[C:17]4[S:21][C:20](=[O:22])[N:19]([CH2:23][C@@H:24]([OH:31])[CH2:25][N:26]5[CH2:30]CC[CH2:27]5)[C:18]4=[O:32])=[CH:13][CH:14]=3)[CH:9]=[N:8]2)=[C:4]([C:35]([F:38])([F:37])[F:36])[CH:3]=1.CNC, predict the reaction product. The product is: [Cl:1][C:2]1[CH:34]=[CH:33][C:5]([CH2:6][N:7]2[C:15]3[C:10](=[CH:11][C:12]([CH:16]=[C:17]4[S:21][C:20](=[O:22])[N:19]([CH2:23][C@@H:24]([OH:31])[CH2:25][N:26]([CH3:30])[CH3:27])[C:18]4=[O:32])=[CH:13][CH:14]=3)[CH:9]=[N:8]2)=[C:4]([C:35]([F:37])([F:36])[F:38])[CH:3]=1.